Dataset: Cav3 T-type calcium channel HTS with 100,875 compounds. Task: Binary Classification. Given a drug SMILES string, predict its activity (active/inactive) in a high-throughput screening assay against a specified biological target. The drug is o1nc(nc1c1cc(OC)c(OC)cc1)Cc1cc(OC)c(OC)cc1. The result is 0 (inactive).